From a dataset of Full USPTO retrosynthesis dataset with 1.9M reactions from patents (1976-2016). Predict the reactants needed to synthesize the given product. (1) The reactants are: [CH3:1][C:2]1([CH3:18])[CH2:16][C:6]2[N:7]=[C:8]([N:10]3[CH2:15][CH2:14][O:13][CH2:12][CH2:11]3)[S:9][C:5]=2[C:4](=[O:17])[CH2:3]1.[NH2:19]OS(O)(=O)=O. Given the product [CH3:1][C:2]1([CH3:18])[CH2:3][C:4](=[O:17])[NH:19][C:5]2[S:9][C:8]([N:10]3[CH2:15][CH2:14][O:13][CH2:12][CH2:11]3)=[N:7][C:6]=2[CH2:16]1, predict the reactants needed to synthesize it. (2) The reactants are: [CH3:1][C:2]1[C:6]([CH2:7]O)=[C:5]([CH3:9])[O:4][N:3]=1.P(Br)(Br)[Br:11]. Given the product [Br:11][CH2:7][C:6]1[C:2]([CH3:1])=[N:3][O:4][C:5]=1[CH3:9], predict the reactants needed to synthesize it. (3) The reactants are: Br[CH2:2][C:3]([O:5][CH2:6][CH3:7])=[O:4].[Cl:8][C:9]1[CH:14]=[CH:13][C:12]([OH:15])=[C:11]([N+:16]([O-:18])=[O:17])[CH:10]=1. Given the product [Cl:8][C:9]1[CH:14]=[CH:13][C:12]([O:15][CH2:2][C:3]([O:5][CH2:6][CH3:7])=[O:4])=[C:11]([N+:16]([O-:18])=[O:17])[CH:10]=1, predict the reactants needed to synthesize it. (4) The reactants are: [CH2:1]=[CH:2][CH:3]=[CH2:4].C([Li])CCC.[CH2:10]=[CH:11][C:12]1[CH:17]=[CH:16][CH:15]=[CH:14][CH:13]=1.C(O)(C)C. Given the product [CH2:10]=[CH:11][C:12]1[CH:17]=[CH:16][CH:15]=[CH:14][CH:13]=1.[CH2:1]=[CH:2][CH:3]=[CH2:4], predict the reactants needed to synthesize it. (5) Given the product [CH2:28]([O:27][C:25]([N:18]1[C:19]2[C:24](=[CH:23][CH:22]=[CH:21][CH:20]=2)[C:16]([N:15]2[C:11]([C:4]3[C:5]4[C:10](=[CH:9][CH:8]=[CH:7][CH:6]=4)[N:2]([CH3:1])[CH:3]=3)=[CH:12][NH:13][C:14]2=[O:30])=[CH:17]1)=[O:26])[CH3:29], predict the reactants needed to synthesize it. The reactants are: [CH3:1][N:2]1[C:10]2[C:5](=[CH:6][CH:7]=[CH:8][CH:9]=2)[C:4]([C:11](=O)[CH2:12][NH:13][C:14](=[O:30])[NH:15][C:16]2[C:24]3[C:19](=[CH:20][CH:21]=[CH:22][CH:23]=3)[N:18]([C:25]([O:27][CH2:28][CH3:29])=[O:26])[CH:17]=2)=[CH:3]1. (6) Given the product [C:14]([NH:13][C:11]([C:10]1[C:4]2[C:5](=[N:6][CH:7]=[C:2]([N:32]3[C:33]4[C:29](=[CH:28][C:27]([F:26])=[C:35]([F:36])[CH:34]=4)[CH:30]=[N:31]3)[N:3]=2)[N:8]([CH2:18][O:19][CH2:20][CH2:21][Si:22]([CH3:25])([CH3:24])[CH3:23])[CH:9]=1)=[O:12])([CH3:17])([CH3:16])[CH3:15], predict the reactants needed to synthesize it. The reactants are: Br[C:2]1[N:3]=[C:4]2[C:10]([C:11]([NH:13][C:14]([CH3:17])([CH3:16])[CH3:15])=[O:12])=[CH:9][N:8]([CH2:18][O:19][CH2:20][CH2:21][Si:22]([CH3:25])([CH3:24])[CH3:23])[C:5]2=[N:6][CH:7]=1.[F:26][C:27]1[CH:28]=[C:29]2[C:33](=[CH:34][C:35]=1[F:36])[NH:32][N:31]=[CH:30]2.CC(C)([O-])C.[Na+].